This data is from Full USPTO retrosynthesis dataset with 1.9M reactions from patents (1976-2016). The task is: Predict the reactants needed to synthesize the given product. (1) Given the product [Br:15][C:4]1[CH:3]=[C:2]([NH:1][CH2:19][C:18]2[C:21]([CH3:25])=[CH:22][CH:23]=[CH:24][C:17]=2[CH3:16])[C:10]2[N:9]=[C:8]([CH2:11][O:12][CH3:13])[N:7]([CH3:14])[C:6]=2[CH:5]=1, predict the reactants needed to synthesize it. The reactants are: [NH2:1][C:2]1[C:10]2[N:9]=[C:8]([CH2:11][O:12][CH3:13])[N:7]([CH3:14])[C:6]=2[CH:5]=[C:4]([Br:15])[CH:3]=1.[CH3:16][C:17]1[CH:24]=[CH:23][CH:22]=[C:21]([CH3:25])[C:18]=1[CH2:19]Cl.C(=O)([O-])[O-].[K+].[K+].[I-].[K+]. (2) Given the product [CH3:1][O:2][C:3]1[C:8]2[C:9]([C:12]([N:24]3[CH2:25][CH2:26][CH:27]([NH:30][C:31](=[O:37])[O:32][C:33]([CH3:35])([CH3:34])[CH3:36])[CH2:28][CH2:29]3)=[O:13])=[CH:10][O:11][C:7]=2[CH:6]=[CH:5][CH:4]=1, predict the reactants needed to synthesize it. The reactants are: [CH3:1][O:2][C:3]1[C:8]2[C:9]([C:12](Cl)=[O:13])=[CH:10][O:11][C:7]=2[CH:6]=[CH:5][CH:4]=1.C(N(C(C)C)CC)(C)C.[NH:24]1[CH2:29][CH2:28][CH:27]([NH:30][C:31](=[O:37])[O:32][C:33]([CH3:36])([CH3:35])[CH3:34])[CH2:26][CH2:25]1. (3) Given the product [C:19]([N:12]1[C:13]2[N:14]=[CH:15][N:16]=[CH:17][C:18]=2[C:10]([C:8]([C:6]2[CH:5]=[CH:4][N:3]=[C:2]([NH:1][C:32](=[O:33])[CH2:31][C:28]3[CH:29]=[CH:30][C:25]([C:23]#[N:24])=[CH:26][CH:27]=3)[CH:7]=2)=[O:9])=[CH:11]1)([CH3:22])([CH3:21])[CH3:20], predict the reactants needed to synthesize it. The reactants are: [NH2:1][C:2]1[CH:7]=[C:6]([C:8]([C:10]2[C:18]3[CH:17]=[N:16][CH:15]=[N:14][C:13]=3[N:12]([C:19]([CH3:22])([CH3:21])[CH3:20])[CH:11]=2)=[O:9])[CH:5]=[CH:4][N:3]=1.[C:23]([C:25]1[CH:30]=[CH:29][C:28]([CH2:31][C:32](O)=[O:33])=[CH:27][CH:26]=1)#[N:24]. (4) Given the product [CH3:1][N:2]1[CH2:7][CH2:6][N:5]([C:8]2[CH:9]=[CH:10][C:11]3[N:15]=[C:14]([C:16]4[C:24]5[C:19](=[CH:20][CH:21]=[CH:22][C:23]=5[NH:25][S:28]([CH3:27])(=[O:30])=[O:29])[NH:18][N:17]=4)[NH:13][C:12]=3[CH:26]=2)[CH2:4][CH2:3]1, predict the reactants needed to synthesize it. The reactants are: [CH3:1][N:2]1[CH2:7][CH2:6][N:5]([C:8]2[CH:9]=[CH:10][C:11]3[N:15]=[C:14]([C:16]4[C:24]5[C:19](=[CH:20][CH:21]=[CH:22][C:23]=5[NH2:25])[NH:18][N:17]=4)[NH:13][C:12]=3[CH:26]=2)[CH2:4][CH2:3]1.[CH3:27][S:28](Cl)(=[O:30])=[O:29].C(N(C(C)C)CC)(C)C. (5) Given the product [CH2:1]([O:8][C:9]1[CH:14]=[CH:13][CH:12]=[C:11]2[C:10]=1[C:16](=[O:33])[C:17]([OH:34])=[C:18]([C:19]1[CH:20]=[CH:21][C:22]([O:25][CH2:26][C:27]3[CH:28]=[CH:29][CH:30]=[CH:31][CH:32]=3)=[CH:23][CH:24]=1)[O:15]2)[C:2]1[CH:7]=[CH:6][CH:5]=[CH:4][CH:3]=1, predict the reactants needed to synthesize it. The reactants are: [CH2:1]([O:8][C:9]1[CH:14]=[CH:13][CH:12]=[C:11]([OH:15])[C:10]=1[C:16](=[O:33])/[CH:17]=[CH:18]/[C:19]1[CH:24]=[CH:23][C:22]([O:25][CH2:26][C:27]2[CH:32]=[CH:31][CH:30]=[CH:29][CH:28]=2)=[CH:21][CH:20]=1)[C:2]1[CH:7]=[CH:6][CH:5]=[CH:4][CH:3]=1.[OH-:34].[Na+].OO.Cl. (6) Given the product [C:43]([OH:50])(=[O:49])/[CH:44]=[CH:45]\[C:46]([OH:48])=[O:47].[C:43]([OH:50])(=[O:49])/[CH:44]=[CH:45]\[C:46]([OH:48])=[O:47].[Cl:1][C:2]1[CH:3]=[C:4]([NH:16][C:17]2[C:26]3[C:21](=[CH:22][C:23]([O:38][CH2:39][CH3:40])=[C:24]([NH:27][C:28](=[O:37])/[CH:29]=[CH:30]/[C@H:31]4[CH2:35][CH2:34][CH2:33][N:32]4[CH3:36])[CH:25]=3)[N:20]=[CH:19][C:18]=2[C:41]#[N:42])[CH:5]=[CH:6][C:7]=1[O:8][CH2:9][C:10]1[CH:15]=[CH:14][CH:13]=[CH:12][N:11]=1, predict the reactants needed to synthesize it. The reactants are: [Cl:1][C:2]1[CH:3]=[C:4]([NH:16][C:17]2[C:26]3[C:21](=[CH:22][C:23]([O:38][CH2:39][CH3:40])=[C:24]([NH:27][C:28](=[O:37])/[CH:29]=[CH:30]/[C@H:31]4[CH2:35][CH2:34][CH2:33][N:32]4[CH3:36])[CH:25]=3)[N:20]=[CH:19][C:18]=2[C:41]#[N:42])[CH:5]=[CH:6][C:7]=1[O:8][CH2:9][C:10]1[CH:15]=[CH:14][CH:13]=[CH:12][N:11]=1.[C:43]([OH:50])(=[O:49])/[CH:44]=[CH:45]\[C:46]([OH:48])=[O:47].C(OCC)C. (7) Given the product [ClH:18].[NH2:2][C:1](=[NH:19])[CH2:3][NH:4][C:5](=[O:14])[O:6][CH2:7][C:8]1[CH:13]=[CH:12][CH:11]=[CH:10][CH:9]=1, predict the reactants needed to synthesize it. The reactants are: [C:1]([CH2:3][NH:4][C:5](=[O:14])[O:6][CH2:7][C:8]1[CH:13]=[CH:12][CH:11]=[CH:10][CH:9]=1)#[N:2].C[O-].[Na+].[Cl-:18].[NH4+:19].